From a dataset of Peptide-MHC class I binding affinity with 185,985 pairs from IEDB/IMGT. Regression. Given a peptide amino acid sequence and an MHC pseudo amino acid sequence, predict their binding affinity value. This is MHC class I binding data. (1) The MHC is HLA-B40:01 with pseudo-sequence HLA-B40:01. The binding affinity (normalized) is 0.136. The peptide sequence is RMRRAEPAA. (2) The peptide sequence is PAGRPNYVK. The MHC is HLA-A03:01 with pseudo-sequence HLA-A03:01. The binding affinity (normalized) is 0.0414. (3) The peptide sequence is RSLFNTVATLY. The MHC is HLA-A11:01 with pseudo-sequence HLA-A11:01. The binding affinity (normalized) is 0.411. (4) The peptide sequence is STSRVPYDI. The MHC is HLA-A02:01 with pseudo-sequence HLA-A02:01. The binding affinity (normalized) is 0.0130. (5) The peptide sequence is FLAPLPIHTA. The MHC is HLA-A02:03 with pseudo-sequence HLA-A02:03. The binding affinity (normalized) is 1.00. (6) The MHC is HLA-A32:01 with pseudo-sequence HLA-A32:01. The binding affinity (normalized) is 0. The peptide sequence is TPGPGVRYPL. (7) The peptide sequence is FWLMVYEGL. The MHC is HLA-A31:01 with pseudo-sequence HLA-A31:01. The binding affinity (normalized) is 0.0847. (8) The peptide sequence is FVSTMPVETL. The MHC is HLA-A02:06 with pseudo-sequence HLA-A02:06. The binding affinity (normalized) is 0.449. (9) The peptide sequence is YFNTHDVYF. The MHC is HLA-B39:01 with pseudo-sequence HLA-B39:01. The binding affinity (normalized) is 0.0847. (10) The peptide sequence is EHNGGDDPL. The MHC is HLA-B18:01 with pseudo-sequence HLA-B18:01. The binding affinity (normalized) is 0.213.